This data is from Catalyst prediction with 721,799 reactions and 888 catalyst types from USPTO. The task is: Predict which catalyst facilitates the given reaction. (1) Product: [NH2:1][C:2]1[N:3]=[CH:4][C:5]([CH:8]=[O:18])=[CH:6][CH:7]=1. Reactant: [NH2:1][C:2]1[CH:7]=[CH:6][C:5]([C:8]#N)=[CH:4][N:3]=1.[H-].[Al+3].[Li+].[H-].[H-].[H-].O.S([O-])([O-])(=O)=[O:18].[Na+].[Na+]. The catalyst class is: 1. (2) Reactant: [CH:1]1([C:6]([OH:8])=[O:7])[CH2:5][CH:4]=[CH:3][CH2:2]1.C(=O)([O-])[O-].[K+].[K+].[CH2:15](Br)[C:16]1[CH:21]=[CH:20][CH:19]=[CH:18][CH:17]=1.O. Product: [CH:1]1([C:6]([O:8][CH2:15][C:16]2[CH:21]=[CH:20][CH:19]=[CH:18][CH:17]=2)=[O:7])[CH2:5][CH:4]=[CH:3][CH2:2]1. The catalyst class is: 3. (3) Reactant: C1(C)C=CC(S(O)(=O)=O)=CC=1.[C:12]([O:16][C:17]([NH:19][CH2:20][C:21]1[CH:22]=[C:23]([CH:27]2[CH2:32][CH2:31][NH:30][CH2:29][CH2:28]2)[CH:24]=[CH:25][CH:26]=1)=[O:18])([CH3:15])([CH3:14])[CH3:13].[OH-].[Na+].C(N(CC)CC)C.[Br:42][C:43]1[O:47][C:46]([C:48](O)=[O:49])=[CH:45][CH:44]=1.S(Cl)(Cl)=O. Product: [C:12]([O:16][C:17]([NH:19][CH2:20][C:21]1[CH:22]=[C:23]([CH:27]2[CH2:32][CH2:31][N:30]([C:48]([C:46]3[O:47][C:43]([Br:42])=[CH:44][CH:45]=3)=[O:49])[CH2:29][CH2:28]2)[CH:24]=[CH:25][CH:26]=1)=[O:18])([CH3:15])([CH3:13])[CH3:14]. The catalyst class is: 11. (4) Reactant: [F:1][C:2]1[CH:3]=[C:4]([CH:8]=[C:9]([C:11]([F:14])([F:13])[F:12])[CH:10]=1)[C:5]([OH:7])=O.S(Cl)(Cl)=O.[CH:19]([NH:22][CH:23]([CH3:25])[CH3:24])([CH3:21])[CH3:20]. Product: [F:1][C:2]1[CH:3]=[C:4]([CH:8]=[C:9]([C:11]([F:14])([F:13])[F:12])[CH:10]=1)[C:5]([N:22]([CH:23]([CH3:25])[CH3:24])[CH:19]([CH3:21])[CH3:20])=[O:7]. The catalyst class is: 588.